From a dataset of Full USPTO retrosynthesis dataset with 1.9M reactions from patents (1976-2016). Predict the reactants needed to synthesize the given product. (1) Given the product [ClH:12].[Cl:13][C:14]1[CH:23]=[C:22]2[C:17]([CH:18]=[CH:19][N:20]=[CH:21]2)=[CH:16][C:15]=1[S:24][CH2:25][CH:26]1[CH2:30][CH2:29][CH2:28][NH:27]1, predict the reactants needed to synthesize it. The reactants are: BrC1C=C2C(=CC=1[Cl:12])C=NC=C2.[Cl:13][C:14]1[CH:23]=[C:22]2[C:17]([CH:18]=[CH:19][N:20]=[CH:21]2)=[CH:16][C:15]=1[S:24][CH2:25][CH:26]1[CH2:30][CH2:29][CH2:28][NH:27]1.C(OC(N1CCCC1CBr)=O)(C)(C)C.Cl. (2) Given the product [C:8]([O:7][C:5](=[O:6])[NH:1][CH2:2][CH2:3][OH:4])([CH3:11])([CH3:10])[CH3:9], predict the reactants needed to synthesize it. The reactants are: [NH2:1][CH2:2][CH2:3][OH:4].[C:5](O[C:5]([O:7][C:8]([CH3:11])([CH3:10])[CH3:9])=[O:6])([O:7][C:8]([CH3:11])([CH3:10])[CH3:9])=[O:6].C(=O)([O-])[O-].[K+].[K+].